The task is: Predict the reactants needed to synthesize the given product.. This data is from Full USPTO retrosynthesis dataset with 1.9M reactions from patents (1976-2016). (1) Given the product [F:1][C:2]1[CH:31]=[CH:30][CH:29]=[C:28]([F:32])[C:3]=1[C:4]([N:6]([CH3:33])[C:7]([N:8]([C:10]1[CH:15]=[CH:14][C:13]([S:16][C:17]([F:24])([F:25])[CH:18]([F:23])[C:19]([F:21])([F:22])[F:20])=[CH:12][C:11]=1[F:26])[CH3:9])=[O:27])=[O:5], predict the reactants needed to synthesize it. The reactants are: [F:1][C:2]1[CH:31]=[CH:30][CH:29]=[C:28]([F:32])[C:3]=1[C:4]([NH:6][C:7](=[O:27])[N:8]([C:10]1[CH:15]=[CH:14][C:13]([S:16][C:17]([F:25])([F:24])[CH:18]([F:23])[C:19]([F:22])([F:21])[F:20])=[CH:12][C:11]=1[F:26])[CH3:9])=[O:5].[CH3:33]I.[H-].[Na+].O. (2) The reactants are: [CH2:1]([N:8]1[CH2:13][CH2:12][CH2:11][CH:10]([CH2:14][NH2:15])[CH2:9]1)[C:2]1[CH:7]=[CH:6][CH:5]=[CH:4][CH:3]=1.[C:16](O[C:16]([O:18][C:19]([CH3:22])([CH3:21])[CH3:20])=[O:17])([O:18][C:19]([CH3:22])([CH3:21])[CH3:20])=[O:17].C(N(CC)CC)C. Given the product [CH2:1]([N:8]1[CH2:13][CH2:12][CH2:11][CH:10]([CH2:14][NH:15][C:16](=[O:17])[O:18][C:19]([CH3:22])([CH3:21])[CH3:20])[CH2:9]1)[C:2]1[CH:7]=[CH:6][CH:5]=[CH:4][CH:3]=1, predict the reactants needed to synthesize it. (3) Given the product [CH2:43]([O:42][C:40](=[O:41])[N:18]([CH2:17][C@H:16]([OH:32])[CH2:15][N:14]1[C:13](=[O:33])[C:12]2=[CH:34][CH:35]=[CH:36][CH:37]=[C:11]2[C:10]1=[O:38])[C:19]1[CH:24]=[CH:23][C:22]([N:25]2[CH2:26][CH2:27][O:28][CH2:29][CH2:30]2)=[C:21]([F:31])[CH:20]=1)[CH3:44], predict the reactants needed to synthesize it. The reactants are: C(N(C(C)C)C(C)C)C.[C:10]1(=[O:38])[N:14]([CH2:15][C@H:16]([OH:32])[CH2:17][NH:18][C:19]2[CH:24]=[CH:23][C:22]([N:25]3[CH2:30][CH2:29][O:28][CH2:27][CH2:26]3)=[C:21]([F:31])[CH:20]=2)[C:13](=[O:33])[C:12]2=[CH:34][CH:35]=[CH:36][CH:37]=[C:11]12.Cl[C:40]([O:42][CH2:43][CH3:44])=[O:41]. (4) Given the product [Cl:22][C:18]1[CH:17]=[C:16]2[NH:15][C:14](=[O:23])[C:13]3([CH:12]([C:24]4[CH:29]=[CH:28][CH:27]=[C:26]([Cl:30])[CH:25]=4)[CH2:11][C:10](=[O:31])[NH:9][CH:8]3[C:6]3[CH:7]=[C:2]([C:38]#[CH:39])[CH:3]=[CH:4][C:5]=3[O:32][CH2:33][CH2:34][OH:35])[C:21]2=[CH:20][CH:19]=1, predict the reactants needed to synthesize it. The reactants are: Br[C:2]1[CH:3]=[CH:4][C:5]([O:32][CH2:33][CH2:34][OH:35])=[C:6]([CH:8]2[C:13]3([C:21]4[C:16](=[CH:17][C:18]([Cl:22])=[CH:19][CH:20]=4)[NH:15][C:14]3=[O:23])[CH:12]([C:24]3[CH:29]=[CH:28][CH:27]=[C:26]([Cl:30])[CH:25]=3)[CH2:11][C:10](=[O:31])[NH:9]2)[CH:7]=1.[F-].[K+].[CH3:38][CH2:39]N(CC)CC. (5) Given the product [CH2:23]([O:30][N:31]=[C:9]([C:11]1[CH:16]=[CH:15][CH:14]=[C:13]([C:17]([F:20])([F:19])[F:18])[CH:12]=1)[CH:8]([C:5]1[CH:6]=[CH:7][C:2]([F:1])=[CH:3][CH:4]=1)[OH:21])[C:24]1[CH:29]=[CH:28][CH:27]=[CH:26][CH:25]=1, predict the reactants needed to synthesize it. The reactants are: [F:1][C:2]1[CH:7]=[CH:6][C:5]([CH:8]([OH:21])[C:9]([C:11]2[CH:16]=[CH:15][CH:14]=[C:13]([C:17]([F:20])([F:19])[F:18])[CH:12]=2)=O)=[CH:4][CH:3]=1.Cl.[CH2:23]([O:30][NH2:31])[C:24]1[CH:29]=[CH:28][CH:27]=[CH:26][CH:25]=1.C([O-])(=O)C.[Na+]. (6) Given the product [CH3:7][S:8]([O:6][CH:3]1[CH2:4][CH2:5][O:1][CH2:2]1)(=[O:10])=[O:9], predict the reactants needed to synthesize it. The reactants are: [O:1]1[CH2:5][CH2:4][CH:3]([OH:6])[CH2:2]1.[CH3:7][S:8](Cl)(=[O:10])=[O:9].O. (7) The reactants are: CS([O:5][C@H:6]1[CH2:11][CH2:10][C@@H:9]([NH:12][C:13]([O:15][C:16]([CH3:19])([CH3:18])[CH3:17])=[O:14])[CH2:8][CH2:7]1)(=O)=O.[Cl:20][C:21]1[CH:22]=[C:23](O)[C:24]([CH3:31])=[C:25]([CH:30]=1)[C:26]([O:28][CH3:29])=[O:27].C(=O)([O-])[O-].[Cs+].[Cs+].Cl. Given the product [C:16]([O:15][C:13]([NH:12][C@H:9]1[CH2:10][CH2:11][C@H:6]([O:5][C:23]2[C:24]([CH3:31])=[C:25]([CH:30]=[C:21]([Cl:20])[CH:22]=2)[C:26]([O:28][CH3:29])=[O:27])[CH2:7][CH2:8]1)=[O:14])([CH3:19])([CH3:18])[CH3:17], predict the reactants needed to synthesize it.